Dataset: Drug-target binding data from BindingDB using IC50 measurements. Task: Regression. Given a target protein amino acid sequence and a drug SMILES string, predict the binding affinity score between them. We predict pIC50 (pIC50 = -log10(IC50 in M); higher means more potent). Dataset: bindingdb_ic50. (1) The target protein (Q27713) has sequence MEDLSETFDIYAICACCKVLNDDEKVRCFNNKTFKGIGNAGVLPWKCNLIDMKYFSSVTSYINENNYIRLKWKRDKYMEKHNLKNNVELNTNIISSTNNLQNIVVMGKKSWESIPKKFKPLQNRINIILSRTLKKEDIVNENNNENNNVIIIKSVDDLFPILKCTKYYKCFIIGGSSVYKEFLDRNLIKKIYFTRINNSYNCDVLFPEINENLFKITSISDVYYSNNTTLDFIIYSKTKEINPNEEVPNNTFLGVCDEQNKAFDDEDDYTYFSFNKNKENIKKNSEHAHNFKIYNSIKYKNHPEYQYLNIIYDIIMHGNKQDDRTGVGVLSKFGYMMKFNLNEYFPLLTTKKLFIRGIIEELLWFIRGETNGNTLLEKNVRIWEANGTREFLDNRKLFHREVNDLGPIYGFQWRHFGAEYTDMHDNYKDKGVDQLKNIINLIKNDPTCRRIILCAWNVKNLDQMALPPCHILCQFYVFDGKLSCIMYQRSCDLGLGVPFN.... The pIC50 is 7.7. The compound is CCCc1cc(Cc2cnc(N)nc2N)cc(CCC)c1OC. (2) The compound is Cc1nc2cccc(N)c2c(=O)n1C1CCC(=O)NC1=O. The target protein (P04141) has sequence MWLQSLLLLGTVACSISAPARSPSPSTQPWEHVNAIQEARRLLNLSRDTAAEMNETVEVISEMFDLQEPTCLQTRLELYKQGLRGSLTKLKGPLTMMASHYKQHCPPTPETSCATQIITFESFKENLKDFLLVIPFDCWEPVQE. The pIC50 is 6.0. (3) The compound is OC[C@H]1O[C@@H](OC[C@H]2N[C@H](CO)[C@@H](O)[C@H](O)[C@H]2O)[C@H](O)[C@@H](O)[C@@H]1O. The target protein (P35574) has sequence MGNSFDFGVLLILLKYFKSSRSQNGHSKQIRILLLNEMEKLEKTLFRLEQGFELQFRLGPTLQGKPVTVFTNYPFPGETFNREKFRSLEWENPTEREDDSDKYCKLNLQQSGSFQYYFLQGNEKSGGGYIVVDPILRVGADNHMLHLDCVTLQTFLAKCLGPFDEWESRLRVAKESGYNMIHFTPLQTLGLSRSCYSLADQLELNPDFSRPHKKYTWSDVGQLVEKLKREWNVLCITDVVYNHTAANSKWIQEHPECAYNLVNSPHLKPAWVLDRALWHFSCDVAEGKYKNRGVPALIENDHHLNCIRKVIWEDIFPKLHLWEFFQVDVYKAVEKFRGLLTQETWRVIKSDPKQHLKIIQDPEYRRFGCTVDMNIALATFIPHDNGPAAIEECCNWFRKRIEELNSEKHQLMNYHQEQAVNCLLGNVFYERLAGHGPKLGPVTRKYPLVTRYFTFPFEEMPVSTEETMIHLPNKACFFMAHNGWVMGDDPLRNFAEPGSD.... The pIC50 is 5.2. (4) The small molecule is CC(C)(C)OC(=O)N1CCN(Cc2ccn(Cc3ccc(Cl)cc3)c(=O)c2O)CC1. The target protein sequence is LRPNGQTKPLPALKLALEYIVPCMNKHGICVVDDFLGKETGQQIGDEVRALHDTGKFTDGQLVSQKSDSSKDIRGDKITWIEGKEPGCETIGLLMSSMDDLIRHCNGKLGSYKINGRTKAMVACYPGNGTGYVRHVDNPNGDGRCVTCIYYLNKDWDAKVSGGILRIFPEGKAQFADIEPKFDRLLFFWSDRRNPHEVQPAYATRYAITVWYFDADERARAKVKYLTGEKGVRVELNKPSDSVGKDVF. The pIC50 is 4.8. (5) The compound is CCCc1cc(C)[nH]c(=O)c1CNC(=O)c1cc(-c2ccc(N3CCN(C)CC3)nc2)cc2c1cnn2C(C)C. The target protein (O88509) has sequence MKGDSRHLNEEEGASGYEECIIVNGNFSDQSSDTKDAPSPPVLEAICTEPVCTPETRGRRSSSRLSKREVSSLLNYTQDMTGDGDRDDEVDDGNGSDILMPKLTRETKDTRTRSESPAVRTRHSNGTSSLERQRASPRITRGRQGRHHVQEYPVEFPATRSRRRRASSSASTPWSSPASVDFMEEVTPKSVSTPSVDLSQDGDQEGMDTTQVDAESRDGDSTEYQDDKEFGIGDLVWGKIKGFSWWPAMVVSWKATSKRQAMPGMRWVQWFGDGKFSEISADKLVALGLFSQHFNLATFNKLVSYRKAMYHTLEKARVRAGKTFSSSPGESLEDQLKPMLEWAHGGFKPTGIEGLKPNKKQPVVNKSKVRRSDSRNLEPRRRENKSRRRTTNDSAASESPPPKRLKTNSYGGKDRGEDEESRERMASEVTNNKGNLEDRCLSCGKKNPVSFHPLFEGGLCQSCRDRFLELFYMYDEDGYQSYCTVCCEGRELLLCSNTSC.... The pIC50 is 4.0. (6) The compound is N#C[C@@]1(NC(=O)C([NH3+])Cc2sccc2F)C[C@@H]1c1ccccc1. The pIC50 is 6.2. The target protein (P28293) has sequence MQPLLLLLTFILLQGDEAGKIIGGREARPHSYPYMAFLLIQSPEGLSACGGFLVREDFVLTAAHCLGSSINVTLGAHNIQMRERTQQLITVLRAIRHPDYNPQNIRNDIMLLQLRRRARRSGSVKPVALPQASKKLQPGDLCTVAGWGRVSQSRGTNVLQEVQLRVQMDQMCANRFQFYNSQTQICVGNPRERKSAFRGDSGGPLVCSNVAQGIVSYGSNNGNPPAVFTKIQSFMPWIKRTMRRFAPRYQRPANSLSQAQT.